Dataset: Forward reaction prediction with 1.9M reactions from USPTO patents (1976-2016). Task: Predict the product of the given reaction. Given the reactants C(O[C:5](=[O:7])[CH3:6])(=O)C.[Cl:8][C:9]1[C:18]2[CH2:17][NH:16][CH2:15][CH2:14][C:13]=2[N:12]=[C:11]2[CH:19]=[CH:20][C:21]([C:23]#[N:24])=[CH:22][C:10]=12.O, predict the reaction product. The product is: [C:5]([N:16]1[CH2:15][CH2:14][C:13]2[N:12]=[C:11]3[CH:19]=[CH:20][C:21]([C:23]#[N:24])=[CH:22][C:10]3=[C:9]([Cl:8])[C:18]=2[CH2:17]1)(=[O:7])[CH3:6].